Dataset: Peptide-MHC class II binding affinity with 134,281 pairs from IEDB. Task: Regression. Given a peptide amino acid sequence and an MHC pseudo amino acid sequence, predict their binding affinity value. This is MHC class II binding data. (1) The peptide sequence is YDKFLANVSTVPTGK. The MHC is DRB1_0401 with pseudo-sequence DRB1_0401. The binding affinity (normalized) is 0.673. (2) The peptide sequence is NPTDTGHGTVVMQVK. The MHC is DRB1_0404 with pseudo-sequence DRB1_0404. The binding affinity (normalized) is 0. (3) The peptide sequence is AHKVAATAANAAPAN. The binding affinity (normalized) is 0.212. The MHC is DRB1_0901 with pseudo-sequence DRB1_0901. (4) The binding affinity (normalized) is 0.723. The peptide sequence is NRATWASHIHLVIHR. The MHC is DRB4_0103 with pseudo-sequence DRB4_0103. (5) The peptide sequence is NTARLMAGAGPAPML. The MHC is DRB1_1201 with pseudo-sequence DRB1_1201. The binding affinity (normalized) is 0.242. (6) The peptide sequence is LEAAVKQAYAATIAA. The MHC is DRB5_0101 with pseudo-sequence DRB5_0101. The binding affinity (normalized) is 0.496. (7) The peptide sequence is APYVAWMRATAIQAE. The MHC is DRB5_0101 with pseudo-sequence DRB5_0101. The binding affinity (normalized) is 0.680.